From a dataset of Full USPTO retrosynthesis dataset with 1.9M reactions from patents (1976-2016). Predict the reactants needed to synthesize the given product. (1) Given the product [Cl:1][C:2]1[CH:7]=[CH:6][C:5]([C:8]2[CH:13]=[CH:12][CH:11]=[CH:10][C:9]=2[CH2:14][N:15]2[CH2:20][CH2:19][N:18]([C:21]3[CH:30]=[CH:29][C:24]([C:25]([OH:27])=[O:26])=[C:23]([O:31][C:32]4[CH:37]=[CH:36][CH:35]=[C:34]([C:38]#[N:39])[CH:33]=4)[CH:22]=3)[CH2:17][CH2:16]2)=[CH:4][CH:3]=1, predict the reactants needed to synthesize it. The reactants are: [Cl:1][C:2]1[CH:7]=[CH:6][C:5]([C:8]2[CH:13]=[CH:12][CH:11]=[CH:10][C:9]=2[CH2:14][N:15]2[CH2:20][CH2:19][N:18]([C:21]3[CH:30]=[CH:29][C:24]([C:25]([O:27]C)=[O:26])=[C:23]([O:31][C:32]4[CH:37]=[CH:36][CH:35]=[C:34]([C:38]#[N:39])[CH:33]=4)[CH:22]=3)[CH2:17][CH2:16]2)=[CH:4][CH:3]=1.[Li+].[I-]. (2) Given the product [CH2:7]([O:6][C:4]([C:3]1[N:2]=[C:25]([CH3:26])[N:17]([C:16]2[CH:18]=[CH:19][C:20]([O:21][CH3:22])=[C:14]([C:13]([F:23])([F:24])[F:12])[CH:15]=2)[C:9]=1[CH3:10])=[O:5])[CH3:8], predict the reactants needed to synthesize it. The reactants are: O[N:2]=[C:3]([C:9](=O)[CH3:10])[C:4]([O:6][CH2:7][CH3:8])=[O:5].[F:12][C:13]([F:24])([F:23])[C:14]1[CH:15]=[C:16]([CH:18]=[CH:19][C:20]=1[O:21][CH3:22])[NH2:17].[C:25]1(C)C=CC(S([O-])(=O)=O)=C[CH:26]=1.[NH+]1C=CC=CC=1.C(OCC)(OCC)(OCC)C.O.C1(C)C=CC(S(O)(=O)=O)=CC=1. (3) The reactants are: [F:1][C:2]1[CH:7]=[CH:6][C:5]([F:8])=[CH:4][C:3]=1[C:9]1[CH:14]=[C:13]([NH:15][C:16]2[CH:21]=[CH:20][N:19]=[C:18]3[CH:22]=[N:23][N:24](CC4C=CC(OC)=CC=4)[C:17]=23)[C:12]([CH3:34])=[CH:11][N:10]=1.FC1C=CC(F)=CC=1C1C=C(NC2C3C(=CN(CC4C=CC(OC)=CC=4)N=3)N=CC=2)C(C)=CN=1.FC(F)(F)C(O)=O.C(=O)(O)[O-].[Na+]. Given the product [F:1][C:2]1[CH:7]=[CH:6][C:5]([F:8])=[CH:4][C:3]=1[C:9]1[CH:14]=[C:13]([NH:15][C:16]2[CH:21]=[CH:20][N:19]=[C:18]3[CH:22]=[N:23][NH:24][C:17]=23)[C:12]([CH3:34])=[CH:11][N:10]=1, predict the reactants needed to synthesize it. (4) Given the product [F:33][C:2]([F:1])([F:32])[C:3]1[CH:27]=[C:26]([C:28]([F:30])([F:29])[F:31])[CH:25]=[CH:24][C:4]=1[CH2:5][O:6][C:7]1[CH:12]=[CH:11][C:10](/[CH:13]=[C:14]2/[C:15](=[N:20]\[CH3:21])/[N:16]([CH3:34])[C:17](=[O:19])[S:18]/2)=[CH:9][C:8]=1[O:22][CH3:23], predict the reactants needed to synthesize it. The reactants are: [F:1][C:2]([F:33])([F:32])[C:3]1[CH:27]=[C:26]([C:28]([F:31])([F:30])[F:29])[CH:25]=[CH:24][C:4]=1[CH2:5][O:6][C:7]1[CH:12]=[CH:11][C:10](/[CH:13]=[C:14]2/[C:15]([NH:20][CH3:21])=[N:16][C:17](=[O:19])[S:18]/2)=[CH:9][C:8]=1[O:22][CH3:23].[C:34](=O)([O-])[O-].[K+].[K+].CI.O. (5) Given the product [CH2:61]([O:60][C:58]([N:12]1[CH2:11][CH2:10][N:9]([C:8](=[O:15])[C@@H:7]([NH:16][S:17]([C:20]2[CH:29]=[CH:28][C:27]3[C:22](=[CH:23][CH:24]=[CH:25][CH:26]=3)[CH:21]=2)(=[O:19])=[O:18])[CH2:6][CH2:5][CH2:4][NH:3]/[C:2](/[NH2:1])=[N:30]/[S:31]([C:34]2[C:35]([CH3:47])=[C:36]([CH3:46])[C:37]3[O:41][C:40]([CH3:43])([CH3:42])[CH2:39][C:38]=3[C:44]=2[CH3:45])(=[O:33])=[O:32])[CH2:14][CH2:13]1)=[O:59])[CH3:62], predict the reactants needed to synthesize it. The reactants are: [NH2:1]/[C:2](=[N:30]\[S:31]([C:34]1[C:35]([CH3:47])=[C:36]([CH3:46])[C:37]2[O:41][C:40]([CH3:43])([CH3:42])[CH2:39][C:38]=2[C:44]=1[CH3:45])(=[O:33])=[O:32])/[NH:3][CH2:4][CH2:5][CH2:6][C@H:7]([NH:16][S:17]([C:20]1[CH:29]=[CH:28][C:27]2[C:22](=[CH:23][CH:24]=[CH:25][CH:26]=2)[CH:21]=1)(=[O:19])=[O:18])[C:8](=[O:15])[N:9]1[CH2:14][CH2:13][NH:12][CH2:11][CH2:10]1.CCN(C(C)C)C(C)C.Cl[C:58]([O:60][CH2:61][CH3:62])=[O:59]. (6) Given the product [C:6]([N:13]1[CH2:18][CH2:17][CH2:16][CH:15]([S:26][C:24](=[O:27])[CH3:25])[CH2:14]1)([O:8][C:9]([CH3:10])([CH3:11])[CH3:12])=[O:7], predict the reactants needed to synthesize it. The reactants are: CN(C)C=O.[C:6]([N:13]1[CH2:18][CH2:17][CH2:16][CH:15](OS(C)(=O)=O)[CH2:14]1)([O:8][C:9]([CH3:12])([CH3:11])[CH3:10])=[O:7].[C:24]([O-:27])(=[S:26])[CH3:25].[K+]. (7) Given the product [CH3:1][O:2][C:3]1[CH:4]=[C:5]2[C:10](=[CH:11][C:12]=1[O:13][CH3:14])[N:9]=[CH:8][CH:7]=[C:6]2[O:15][C:16]1[CH:22]=[CH:21][C:19]([NH:20][C:29](=[O:35])[O:28][CH2:26][CH2:38][CH2:37][N:39]([CH2:44][CH3:45])[CH2:40][CH3:41])=[C:18]([CH3:23])[C:17]=1[CH3:24], predict the reactants needed to synthesize it. The reactants are: [CH3:1][O:2][C:3]1[CH:4]=[C:5]2[C:10](=[CH:11][C:12]=1[O:13][CH3:14])[N:9]=[CH:8][CH:7]=[C:6]2[O:15][C:16]1[CH:22]=[CH:21][C:19]([NH2:20])=[C:18]([CH3:23])[C:17]=1[CH3:24].Cl[C:26](Cl)([O:28][C:29](=[O:35])OC(Cl)(Cl)Cl)Cl.[CH2:37]([N:39]([CH2:44][CH3:45])[CH2:40][CH2:41]CO)[CH3:38].C(=O)(O)[O-].[Na+]. (8) Given the product [F:13][C:14]([F:21])([CH2:18][CH2:19][CH3:20])[C:15]([NH:22][NH2:23])=[O:16], predict the reactants needed to synthesize it. The reactants are: C(Cl)(=O)C1C(=CC=CC=1)C(Cl)=O.[F:13][C:14]([F:21])([CH2:18][CH2:19][CH3:20])[C:15](Cl)=[O:16].[NH2:22][NH2:23]. (9) Given the product [C:13]([O:15][CH2:10][C:9]1[CH:8]=[CH:7][CH:6]=[C:3]([C:4]#[N:5])[C:2]=1[Br:1])(=[O:14])[CH3:12], predict the reactants needed to synthesize it. The reactants are: [Br:1][C:2]1[C:9]([CH2:10]Br)=[CH:8][CH:7]=[CH:6][C:3]=1[C:4]#[N:5].[CH3:12][C:13]([O-:15])=[O:14].[K+]. (10) Given the product [O:9]1[CH:13]=[CH:12][CH:11]=[C:10]1[C:2]1[CH:8]=[CH:7][CH:6]=[CH:5][C:3]=1[NH2:4], predict the reactants needed to synthesize it. The reactants are: Br[C:2]1[CH:8]=[CH:7][CH:6]=[CH:5][C:3]=1[NH2:4].[O:9]1[CH:13]=[CH:12][CH:11]=[C:10]1B(O)O.C([O-])([O-])=O.[Na+].[Na+].C([O-])(O)=O.[Na+].